Dataset: Reaction yield outcomes from USPTO patents with 853,638 reactions. Task: Predict the reaction yield, written as a fraction of the theoretical maximum amount of product (1.0 means a 100% yield; for example, 0.34 means a 34% yield). (1) The reactants are [F:1][CH:2]([F:26])[C:3]1[C:8]([F:9])=[CH:7][C:6]([C:10]2[C:19]3[C:14](=[CH:15][C:16]([S:20](Cl)(=[O:22])=[O:21])=[CH:17][CH:18]=3)[N:13]=[CH:12][N:11]=2)=[C:5]([O:24][CH3:25])[CH:4]=1.[S:27]1[CH:31]=[CH:30][N:29]=[C:28]1[NH2:32].CN1C=CN=C1. The catalyst is CC#N. The product is [F:1][CH:2]([F:26])[C:3]1[C:8]([F:9])=[CH:7][C:6]([C:10]2[C:19]3[C:14](=[CH:15][C:16]([S:20]([NH:32][C:28]4[S:27][CH:31]=[CH:30][N:29]=4)(=[O:22])=[O:21])=[CH:17][CH:18]=3)[N:13]=[CH:12][N:11]=2)=[C:5]([O:24][CH3:25])[CH:4]=1. The yield is 0.442. (2) The reactants are [CH3:1][O:2][C:3](=[O:15])[C@H:4]([CH2:13][SH:14])[NH:5][C:6]([O:8][C:9]([CH3:12])([CH3:11])[CH3:10])=[O:7].F[C:17](F)([C:36](F)(F)[C:37](F)(F)[C:38](F)(F)[C:39](F)(F)[C:40](F)(F)F)[CH2:18][CH2:19]SCC(SSC1SC2C=CC=CC=2N=1)C=C. No catalyst specified. The product is [CH3:1][O:2][C:3](=[O:15])[C@H:4]([CH2:13][S:14][CH2:19]/[CH:18]=[CH:17]/[CH2:36][CH2:37][CH2:19][CH2:18][CH2:17][CH2:36][CH2:37][CH2:38][CH2:39][CH3:40])[NH:5][C:6]([O:8][C:9]([CH3:12])([CH3:10])[CH3:11])=[O:7]. The yield is 0.850. (3) The reactants are CC1C=CN=C(N[C:9](=[O:25])[C:10]2[CH:15]=[CH:14][C:13]([B:16]3[O:20][C:19]([CH3:22])([CH3:21])[C:18]([CH3:24])([CH3:23])[O:17]3)=[CH:12][CH:11]=2)C=1.[F:26][C:27]([F:36])([F:35])[C:28]1[CH:33]=[CH:32][N:31]=[C:30]([NH2:34])[CH:29]=1. No catalyst specified. The product is [CH3:21][C:19]1([CH3:22])[C:18]([CH3:23])([CH3:24])[O:17][B:16]([C:13]2[CH:14]=[CH:15][C:10]([C:9]([NH:34][C:30]3[CH:29]=[C:28]([C:27]([F:26])([F:35])[F:36])[CH:33]=[CH:32][N:31]=3)=[O:25])=[CH:11][CH:12]=2)[O:20]1. The yield is 0.890. (4) The reactants are C([O:8][C:9]1[CH:18]=[C:17]2[C:12]([C:13](=[O:19])[NH:14][CH:15]=[N:16]2)=[CH:11][C:10]=1[O:20][CH3:21])C1C=CC=CC=1.C([O-])=O.[NH4+]. The catalyst is [Pd].CN(C)C=O. The product is [OH:8][C:9]1[CH:18]=[C:17]2[C:12]([C:13](=[O:19])[NH:14][CH:15]=[N:16]2)=[CH:11][C:10]=1[O:20][CH3:21]. The yield is 0.600. (5) The reactants are [NH2:1][C:2]1[CH:3]=[C:4]2[C:13](=[CH:14][C:15]=1[CH3:16])[O:12][CH2:11][C:10]1[N:5]2[CH:6]([CH3:18])[C:7](=[O:17])[NH:8][N:9]=1.[C:19]([O:23][C:24]([N:26]1[CH2:29][C:28](=O)[CH2:27]1)=[O:25])([CH3:22])([CH3:21])[CH3:20].C([BH3-])#N.[Na+]. The catalyst is CO.C(O)(=O)C. The product is [C:19]([O:23][C:24]([N:26]1[CH2:29][CH:28]([NH:1][C:2]2[CH:3]=[C:4]3[C:13](=[CH:14][C:15]=2[CH3:16])[O:12][CH2:11][C:10]2[N:5]3[CH:6]([CH3:18])[C:7](=[O:17])[NH:8][N:9]=2)[CH2:27]1)=[O:25])([CH3:22])([CH3:20])[CH3:21]. The yield is 0.440.